This data is from Forward reaction prediction with 1.9M reactions from USPTO patents (1976-2016). The task is: Predict the product of the given reaction. (1) Given the reactants Br[C:2]1[C:3]([C:14]([NH:16][CH2:17][CH2:18][CH2:19][CH2:20][CH2:21][CH2:22][C:23]([O:25][CH3:26])=[O:24])=[O:15])=[C:4]([CH3:13])[O:5][C:6]=1[C:7]1[CH:12]=[CH:11][CH:10]=[CH:9][CH:8]=1.[CH3:27][O:28][C:29]1[CH:34]=[CH:33][C:32](B(O)O)=[CH:31][CH:30]=1, predict the reaction product. The product is: [CH3:27][O:28][C:29]1[CH:34]=[CH:33][C:32]([C:2]2[C:3]([C:14]([NH:16][CH2:17][CH2:18][CH2:19][CH2:20][CH2:21][CH2:22][C:23]([O:25][CH3:26])=[O:24])=[O:15])=[C:4]([CH3:13])[O:5][C:6]=2[C:7]2[CH:12]=[CH:11][CH:10]=[CH:9][CH:8]=2)=[CH:31][CH:30]=1. (2) Given the reactants [CH3:1][C:2]([O:5][C:6]([N:8]([CH3:15])[C@H:9]([C:12]([OH:14])=O)[CH2:10][OH:11])=[O:7])([CH3:4])[CH3:3].[Cl:16][C:17]1[C:24]([C:25]([F:28])([F:27])[F:26])=[CH:23][CH:22]=[CH:21][C:18]=1[CH2:19][NH2:20].C(OC1C=CC2C(=CC=CC=2)N1C(OCC)=O)C, predict the reaction product. The product is: [Cl:16][C:17]1[C:24]([C:25]([F:27])([F:28])[F:26])=[CH:23][CH:22]=[CH:21][C:18]=1[CH2:19][NH:20][C:12](=[O:14])[CH:9]([N:8]([CH3:15])[C:6](=[O:7])[O:5][C:2]([CH3:1])([CH3:3])[CH3:4])[CH2:10][OH:11]. (3) Given the reactants Br[C:2]1[CH:3]=[C:4]([C:9]2[N:13]3[N:14]=[CH:15][C:16]([C:18]([F:21])([F:20])[F:19])=[N:17][C:12]3=[N:11][CH:10]=2)[CH:5]=[CH:6][C:7]=1[CH3:8].C([Sn](CCCC)(CCCC)[C:27]1[CH:28]=[N:29][CH:30]=[CH:31][CH:32]=1)CCC, predict the reaction product. The product is: [CH3:8][C:7]1[CH:6]=[CH:5][C:4]([C:9]2[N:13]3[N:14]=[CH:15][C:16]([C:18]([F:21])([F:20])[F:19])=[N:17][C:12]3=[N:11][CH:10]=2)=[CH:3][C:2]=1[C:27]1[CH:28]=[N:29][CH:30]=[CH:31][CH:32]=1. (4) Given the reactants Cl[C:2]1[CH:7]=[C:6]([CH3:8])[N:5]=[C:4]([CH3:9])[CH:3]=1.Cl.[NH2:11][CH:12]([CH3:22])[CH2:13][NH:14][C:15](=[O:21])[O:16][C:17]([CH3:20])([CH3:19])[CH3:18].C(=O)([O-])[O-].[Cs+].[Cs+].CC1(C)C2C=CC=C(P(C3C=CC=CC=3)C3C=CC=CC=3)C=2OC2C1=CC=CC=2P(C1C=CC=CC=1)C1C=CC=CC=1, predict the reaction product. The product is: [CH3:8][C:6]1[CH:7]=[C:2]([NH:11][CH:12]([CH3:22])[CH2:13][NH:14][C:15](=[O:21])[O:16][C:17]([CH3:19])([CH3:18])[CH3:20])[CH:3]=[C:4]([CH3:9])[N:5]=1. (5) Given the reactants [C:1]1([CH:7]2[CH2:16][CH2:15][C:14]3[C:9](=[CH:10][CH:11]=[C:12]([O:17][C:18]4[N:23]=[CH:22][C:21]([NH2:24])=[CH:20][CH:19]=4)[CH:13]=3)[O:8]2)[CH:6]=[CH:5][CH:4]=[CH:3][CH:2]=1.N1CCC(C(O)=O)CC1.Cl.N[C@H](C(C)C)C(N[C:40]1[CH:41]=[N:42][C:43]([O:46]C2C=C3C(=CC=2)OC(C2C=CC=CC=2)CC3)=[CH:44][CH:45]=1)=O.NC1C=CC(OC2C=C3C(=CC=2)OC(C2C=CC=CC=2)CC3)=NC=1.NC1C=CC=NC=1, predict the reaction product. The product is: [C:1]1([CH:7]2[CH2:16][CH2:15][C:14]3[C:9](=[CH:10][CH:11]=[C:12]([O:17][C:18]4[N:23]=[CH:22][C:21]([NH:24][C:43]([CH:44]5[CH2:45][CH2:40][CH2:41][NH:42]5)=[O:46])=[CH:20][CH:19]=4)[CH:13]=3)[O:8]2)[CH:6]=[CH:5][CH:4]=[CH:3][CH:2]=1. (6) Given the reactants CON(C)[C:4]([CH2:6][C:7]1([CH2:10][C:11]([OH:13])=[O:12])[CH2:9][CH2:8]1)=[O:5].[CH3:15][Li], predict the reaction product. The product is: [O:5]=[C:4]([CH3:15])[CH2:6][C:7]1([CH2:10][C:11]([OH:13])=[O:12])[CH2:8][CH2:9]1. (7) The product is: [CH3:1][O:2][C:3]1[CH:8]=[CH:7][C:6]([CH:9]=[CH:10][C:11](=[O:13])[CH:12]=[CH:17][C:18]2[CH:23]=[CH:22][CH:21]=[CH:20][CH:19]=2)=[CH:5][CH:4]=1. Given the reactants [CH3:1][O:2][C:3]1[CH:8]=[CH:7][C:6]([CH:9]=[CH:10][C:11](=[O:13])[CH3:12])=[CH:5][CH:4]=1.[OH-].[Na+].O.[CH:17](=O)[C:18]1[CH:23]=[CH:22][CH:21]=[CH:20][CH:19]=1, predict the reaction product. (8) Given the reactants [Cl:1][C:2]1[CH:3]=[C:4]([C:13]2[CH:17]=[CH:16][S:15][CH:14]=2)[C:5]2[O:9][CH:8]([CH2:10][NH2:11])[CH2:7][C:6]=2[CH:12]=1.Cl[C:19]([O:21][CH2:22][C:23]1[CH:28]=[CH:27][CH:26]=[CH:25][CH:24]=1)=[O:20].C(N(C(C)C)CC)(C)C.C(OC(=O)NCC1CC2C=CC=C(C3CCCC3)C=2O1)C1C=CC=CC=1, predict the reaction product. The product is: [CH2:22]([O:21][C:19](=[O:20])[NH:11][CH2:10][CH:8]1[CH2:7][C:6]2[CH:12]=[C:2]([Cl:1])[CH:3]=[C:4]([C:13]3[CH:17]=[CH:16][S:15][CH:14]=3)[C:5]=2[O:9]1)[C:23]1[CH:28]=[CH:27][CH:26]=[CH:25][CH:24]=1. (9) Given the reactants C(N(CC)CC)C.[CH:8]([C:10]1[C:18]2[C:13](=[C:14]([O:19][CH3:20])[CH:15]=[CH:16][CH:17]=2)[N:12](C(OC(C)(C)C)=O)[CH:11]=1)=[O:9].[CH:28](=[N:35][C:36]1[CH:41]=[CH:40][CH:39]=[C:38]([O:42][CH3:43])[CH:37]=1)[C:29]1[CH:34]=[CH:33][CH:32]=[CH:31][CH:30]=1, predict the reaction product. The product is: [CH3:20][O:19][C:14]1[CH:15]=[CH:16][CH:17]=[C:18]2[C:13]=1[NH:12][CH:11]=[C:10]2[C:8](=[O:9])[CH:28]([NH:35][C:36]1[CH:41]=[CH:40][CH:39]=[C:38]([O:42][CH3:43])[CH:37]=1)[C:29]1[CH:30]=[CH:31][CH:32]=[CH:33][CH:34]=1. (10) The product is: [CH3:33][C:29]1[N:30]=[C:31]([O:25][C:22]2[CH:23]=[CH:24][C:19]([NH2:18])=[CH:20][CH:21]=2)[CH:32]=[CH:27][N:28]=1. Given the reactants NC1C=C(C=CC=1)OC1C=CN=C(C(N)=O)C=1.[NH2:18][C:19]1[CH:24]=[CH:23][C:22]([OH:25])=[CH:21][CH:20]=1.Cl[C:27]1[CH:32]=[CH:31][N:30]=[C:29]([CH3:33])[N:28]=1, predict the reaction product.